From a dataset of NCI-60 drug combinations with 297,098 pairs across 59 cell lines. Regression. Given two drug SMILES strings and cell line genomic features, predict the synergy score measuring deviation from expected non-interaction effect. Drug 1: C1=NC(=NC(=O)N1C2C(C(C(O2)CO)O)O)N. Drug 2: C1CN(P(=O)(OC1)NCCCl)CCCl. Cell line: KM12. Synergy scores: CSS=44.2, Synergy_ZIP=0.176, Synergy_Bliss=0.230, Synergy_Loewe=-47.5, Synergy_HSA=0.171.